This data is from Forward reaction prediction with 1.9M reactions from USPTO patents (1976-2016). The task is: Predict the product of the given reaction. (1) Given the reactants Br[C:2]1[S:9][C:8]2[CH:7]=[C:6]([C:10]([OH:12])=[O:11])[N:5]([C:13]3[CH:18]=[CH:17][C:16]([O:19][CH:20]4[CH2:24]CC[CH2:21]4)=[CH:15][CH:14]=3)[C:4]=2[CH:3]=1.C(OC1C=CC(B(O)O)=CC=1)(C)C.[CH3:38][C:39]1[S:43][C:42]([Sn](CCCC)(CCCC)CCCC)=[CH:41][CH:40]=1, predict the reaction product. The product is: [CH:20]([O:19][C:16]1[CH:15]=[CH:14][C:13]([N:5]2[C:6]([C:10]([OH:12])=[O:11])=[CH:7][C:8]3[S:9][C:2]([C:42]4[S:43][C:39]([CH3:38])=[CH:40][CH:41]=4)=[CH:3][C:4]2=3)=[CH:18][CH:17]=1)([CH3:21])[CH3:24]. (2) The product is: [F:18][C:2]([F:17])([F:1])[C:3]1[CH:4]=[C:5]2[C:9](=[CH:10][CH:11]=1)[N:8]([CH2:25][C:24]1[CH:27]=[CH:28][CH:29]=[C:22]([F:21])[CH:23]=1)[C:7]([C:12]([O:14][CH2:15][CH3:16])=[O:13])=[CH:6]2. Given the reactants [F:1][C:2]([F:18])([F:17])[C:3]1[CH:4]=[C:5]2[C:9](=[CH:10][CH:11]=1)[NH:8][C:7]([C:12]([O:14][CH2:15][CH3:16])=[O:13])=[CH:6]2.[H-].[Na+].[F:21][C:22]1[CH:23]=[C:24]([CH:27]=[CH:28][CH:29]=1)[CH2:25]Br, predict the reaction product. (3) Given the reactants Cl.[OH:2][N:3]1[CH:7]=[CH:6][N:5]=[C:4]1[Cl:8].[N:9]1([C:15](Cl)=[O:16])[CH2:14][CH2:13][O:12][CH2:11][CH2:10]1, predict the reaction product. The product is: [Cl:8][C:4]1[N:3]([O:2][C:15]([N:9]2[CH2:14][CH2:13][O:12][CH2:11][CH2:10]2)=[O:16])[CH:7]=[CH:6][N:5]=1. (4) Given the reactants [NH:1]1[CH2:6][CH2:5][CH:4]([C:7]([O:9][CH2:10][CH3:11])=[O:8])[CH2:3][CH2:2]1.[CH3:12][C:13]1([CH3:16])[CH2:15][S:14]1.O, predict the reaction product. The product is: [CH3:12][C:13]([SH:14])([CH3:16])[CH2:15][N:1]1[CH2:6][CH2:5][CH:4]([C:7]([O:9][CH2:10][CH3:11])=[O:8])[CH2:3][CH2:2]1. (5) Given the reactants [CH2:1]([S:3][C:4]1[C:5]([C:14]2[N:26]([CH3:27])[C:17]3=[N:18][CH:19]=[C:20]([C:22]([F:25])([F:24])[F:23])[CH:21]=[C:16]3[N:15]=2)=[N:6][CH:7]=[C:8]([C:10]([F:13])([F:12])[F:11])[CH:9]=1)[CH3:2].[N:28]#[C:29][NH2:30].C(O)(=O)C.C(O)(=O)C.IC1C=CC=CC=1.OS([O-])=O.[Na+], predict the reaction product. The product is: [CH2:1]([S:3](=[N:30][C:29]#[N:28])[C:4]1[C:5]([C:14]2[N:26]([CH3:27])[C:17]3=[N:18][CH:19]=[C:20]([C:22]([F:25])([F:23])[F:24])[CH:21]=[C:16]3[N:15]=2)=[N:6][CH:7]=[C:8]([C:10]([F:11])([F:12])[F:13])[CH:9]=1)[CH3:2]. (6) Given the reactants [NH2:1][C:2]1[CH:10]=[CH:9][CH:8]=[C:7]([Cl:11])[C:3]=1[C:4]([OH:6])=O.O=S(Cl)Cl.[NH2:16][C:17]1(N)[CH2:22][CH:21]=[CH:20][CH:19]=[C:18]1[C:23]1[CH:28]=[CH:27][CH:26]=[CH:25][CH:24]=1.C(Cl)(Cl)Cl, predict the reaction product. The product is: [NH2:1][C:2]1[CH:10]=[CH:9][CH:8]=[C:7]([Cl:11])[C:3]=1[C:4]([NH:16][C:17]1[CH:22]=[CH:21][CH:20]=[CH:19][C:18]=1[C:23]1[CH:24]=[CH:25][CH:26]=[CH:27][CH:28]=1)=[O:6].